Dataset: Catalyst prediction with 721,799 reactions and 888 catalyst types from USPTO. Task: Predict which catalyst facilitates the given reaction. (1) Reactant: [C:1]([O:5][CH2:6][CH3:7])(=[O:4])[CH2:2][OH:3].C(N(C(C)C)CC)(C)C.Cl[C:18]([O:20][C:21]1[CH:26]=[CH:25][CH:24]=[CH:23][CH:22]=1)=[O:19]. Product: [CH2:6]([O:5][C:1](=[O:4])[CH2:2][O:3][C:18]([O:20][C:21]1[CH:26]=[CH:25][CH:24]=[CH:23][CH:22]=1)=[O:19])[CH3:7]. The catalyst class is: 11. (2) Reactant: [C:1]([O:5][C:6]([N:8]1[CH2:13][CH2:12][C:11](=[O:14])[CH2:10][CH2:9]1)=[O:7])([CH3:4])([CH3:3])[CH3:2].Cl[Si:16]([CH3:19])([CH3:18])[CH3:17].CCN(CC)CC. Product: [C:1]([O:5][C:6]([N:8]1[CH2:9][CH:10]=[C:11]([O:14][Si:16]([CH3:19])([CH3:18])[CH3:17])[CH2:12][CH2:13]1)=[O:7])([CH3:4])([CH3:2])[CH3:3]. The catalyst class is: 215. (3) Reactant: [NH2:1][CH2:2][C:3]1[C:12](=[O:13])[C:11]2[C:6](=[CH:7][C:8]([Cl:14])=[CH:9][CH:10]=2)[N:5]([C:15]2[CH:20]=[CH:19][CH:18]=[CH:17][CH:16]=2)[CH:4]=1.[CH2:21]([N:28]1[CH:33]=[CH:32][C:31]([C:34](O)=[O:35])=[CH:30][C:29]1=[O:37])[C:22]1[CH:27]=[CH:26][CH:25]=[CH:24][CH:23]=1.F[P-](F)(F)(F)(F)F.Br[P+](N1CCCC1)(N1CCCC1)N1CCCC1.C(N(CC)C(C)C)(C)C. Product: [Cl:14][C:8]1[CH:7]=[C:6]2[C:11]([C:12](=[O:13])[C:3]([CH2:2][NH:1][C:34]([C:31]3[CH:32]=[CH:33][N:28]([CH2:21][C:22]4[CH:27]=[CH:26][CH:25]=[CH:24][CH:23]=4)[C:29](=[O:37])[CH:30]=3)=[O:35])=[CH:4][N:5]2[C:15]2[CH:16]=[CH:17][CH:18]=[CH:19][CH:20]=2)=[CH:10][CH:9]=1. The catalyst class is: 2. (4) Reactant: [C:1]([O:5][C:6]([CH2:8][O:9][C:10]1[CH:15]=[CH:14][C:13]([CH2:16][CH2:17][C:18]([OH:20])=O)=[CH:12][C:11]=1[Cl:21])=[O:7])([CH3:4])([CH3:3])[CH3:2].CN(C(ON1N=NC2C=CC=NC1=2)=[N+](C)C)C.F[P-](F)(F)(F)(F)F.CN1CCOCC1.C(OC(=O)COC1C=CC(CCC([N:71]2[CH2:92][CH2:91][C:74]3([NH:78]/[C:77](=[N:79]/[C:80]([C:82]4[C:87]([NH2:88])=[N:86][C:85]([NH2:89])=[C:84]([Cl:90])[N:83]=4)=[O:81])/[NH:76][CH2:75]3)[CH2:73][CH2:72]2)=O)=CC=1)(C)(C)C. Product: [C:1]([O:5][C:6](=[O:7])[CH2:8][O:9][C:10]1[CH:15]=[CH:14][C:13]([CH2:16][CH2:17][C:18]([N:71]2[CH2:92][CH2:91][C:74]3([NH:78]/[C:77](=[N:79]/[C:80]([C:82]4[C:87]([NH2:88])=[N:86][C:85]([NH2:89])=[C:84]([Cl:90])[N:83]=4)=[O:81])/[NH:76][CH2:75]3)[CH2:73][CH2:72]2)=[O:20])=[CH:12][C:11]=1[Cl:21])([CH3:2])([CH3:3])[CH3:4]. The catalyst class is: 18. (5) Reactant: [C:1]1([CH2:7][CH2:8][C:9]([NH:11][C:12]2[CH:13]=[C:14]3[C:18](=[CH:19][C:20]=2[N+:21]([O-])=O)[N:17]([CH3:24])[C:16](=[O:25])[C:15]3([CH3:27])[CH3:26])=O)[CH:6]=[CH:5][CH:4]=[CH:3][CH:2]=1. Product: [CH3:24][N:17]1[C:18]2[CH:19]=[C:20]3[NH:21][C:9]([CH2:8][CH2:7][C:1]4[CH:6]=[CH:5][CH:4]=[CH:3][CH:2]=4)=[N:11][C:12]3=[CH:13][C:14]=2[C:15]([CH3:27])([CH3:26])[C:16]1=[O:25]. The catalyst class is: 180.